Dataset: HIV replication inhibition screening data with 41,000+ compounds from the AIDS Antiviral Screen. Task: Binary Classification. Given a drug SMILES string, predict its activity (active/inactive) in a high-throughput screening assay against a specified biological target. (1) The compound is COc1cc2c(cc1OC)C(C(O)c1ccccc1)NCC2. The result is 0 (inactive). (2) The drug is CN1CCN(CCCCN2c3ccccc3Sc3ccc(C(=O)c4ccccc4)cc32)CC1.O=C(O)C(=O)O. The result is 0 (inactive). (3) The compound is CC(CC12CCC3(OO1)C(C)(C)CCCC3(C)O2)OC(=O)c1ccccc1. The result is 0 (inactive). (4) The compound is Oc1ccc(C=Cc2cc(O)cc3c2C(c2cc(O)cc4c2C(c2cc(O)cc(O)c2)C(c2ccc(O)cc2)O4)C(c2ccc(O)cc2)O3)cc1. The result is 0 (inactive). (5) The compound is CC(=O)Oc1ccc(CCC(=O)OC(C(=O)O)C(OC(=O)CCc2ccc(OC(C)=O)c(OC(C)=O)c2)C(=O)O)cc1OC(C)=O. The result is 1 (active). (6) The drug is CSC(=NS(=O)(=O)c1ccc(Cl)cc1)NCCN=C(NS(=O)(=O)c1ccc(Cl)cc1)SC. The result is 0 (inactive).